Task: Predict the product of the given reaction.. Dataset: Forward reaction prediction with 1.9M reactions from USPTO patents (1976-2016) (1) Given the reactants C(N(CC)CC)C.[NH2:8][C:9]1[N:17]=[C:16]([F:18])[CH:15]=[CH:14][C:10]=1[C:11]([OH:13])=O.[F:19][C:20]1[CH:21]=[C:22]([O:26][C:27]2[CH:34]=[CH:33][C:30]([CH2:31][NH2:32])=[CH:29][CH:28]=2)[CH:23]=[CH:24][CH:25]=1.CN([P+](ON1N=NC2C=CC=CC1=2)(N(C)C)N(C)C)C.F[P-](F)(F)(F)(F)F, predict the reaction product. The product is: [F:19][C:20]1[CH:21]=[C:22]([O:26][C:27]2[CH:34]=[CH:33][C:30]([CH2:31][NH:32][C:11](=[O:13])[C:10]3[CH:14]=[CH:15][C:16]([F:18])=[N:17][C:9]=3[NH2:8])=[CH:29][CH:28]=2)[CH:23]=[CH:24][CH:25]=1. (2) Given the reactants [CH3:1][O:2][C:3]1[CH:8]=[CH:7][C:6]([N+:9]([O-:11])=[O:10])=[CH:5][C:4]=1[OH:12].[CH3:13][Si:14]([CH3:21])([CH3:20])[CH2:15][CH2:16][O:17][CH2:18]Cl.C(N(CC)C(C)C)(C)C, predict the reaction product. The product is: [CH3:1][O:2][C:3]1[CH:8]=[CH:7][C:6]([N+:9]([O-:11])=[O:10])=[CH:5][C:4]=1[O:12][CH2:18][O:17][CH2:16][CH2:15][Si:14]([CH3:21])([CH3:20])[CH3:13]. (3) Given the reactants [Cl:1][C:2]1[N:10]=[CH:9][N:8]=[C:7]2[C:3]=1[N:4]=[C:5]([C:18]1[CH:23]=[CH:22][CH:21]=[CH:20][C:19]=1[Cl:24])[N:6]2[CH2:11][CH:12]1[CH2:17][CH2:16][O:15][CH2:14][CH2:13]1.[CH3:25][N:26]1[CH2:31][CH2:30][NH:29][CH2:28][CH2:27]1, predict the reaction product. The product is: [ClH:1].[Cl:24][C:19]1[CH:20]=[CH:21][CH:22]=[CH:23][C:18]=1[C:5]1[N:6]([CH2:11][CH:12]2[CH2:17][CH2:16][O:15][CH2:14][CH2:13]2)[C:7]2[C:3]([N:4]=1)=[C:2]([N:29]1[CH2:30][CH2:31][N:26]([CH3:25])[CH2:27][CH2:28]1)[N:10]=[CH:9][N:8]=2. (4) Given the reactants [CH2:1]=[CH:2][CH2:3][CH2:4][CH2:5][CH2:6][CH2:7]CC.[C:10]1(C)[CH:15]=[CH:14][CH:13]=[C:12]([CH:16]=[CH:17][CH2:18][CH3:19])[CH:11]=1.Cl[CH2:22]Cl, predict the reaction product. The product is: [C:11]1([CH3:22])[CH:10]=[CH:15][CH:14]=[CH:13][C:12]=1[CH2:16][CH2:17][CH:18]=[CH:19][CH2:1][CH2:2][CH2:3][CH2:4][CH2:5][CH2:6][CH3:7].